Dataset: Reaction yield outcomes from USPTO patents with 853,638 reactions. Task: Predict the reaction yield, written as a fraction of the theoretical maximum amount of product (1.0 means a 100% yield; for example, 0.34 means a 34% yield). (1) The reactants are [CH3:1][O:2][C:3](=[O:18])[CH2:4][CH:5]([C:12]1[CH:17]=[CH:16][CH:15]=[CH:14][CH:13]=1)[C:6]1[CH:11]=[CH:10][CH:9]=[CH:8][CH:7]=1.[C:19](Cl)(=[O:23])[CH:20]([CH3:22])[CH3:21].ClC1C=CC=CC=1Cl.[Cl-].[Al+3].[Cl-].[Cl-].Cl. The catalyst is C(OCC)(=O)C. The product is [CH3:21][CH:20]([CH3:22])[C:19]([C:9]1[CH:10]=[CH:11][C:6]([CH:5]([C:12]2[CH:13]=[CH:14][CH:15]=[CH:16][CH:17]=2)[CH2:4][C:3]([O:2][CH3:1])=[O:18])=[CH:7][CH:8]=1)=[O:23]. The yield is 0.600. (2) The reactants are [S:1]1[CH:5]=[CH:4][N:3]=[CH:2]1.Br[C:7]1[CH:12]=[CH:11][C:10]([O:13][CH3:14])=[CH:9][CH:8]=1. No catalyst specified. The product is [CH3:14][O:13][C:10]1[CH:11]=[CH:12][C:7]([C:2]2[S:1][CH:5]=[CH:4][N:3]=2)=[CH:8][CH:9]=1. The yield is 0.670. (3) The reactants are [F:1][C:2]1[CH:9]=[CH:8][C:5]([CH2:6][NH2:7])=[CH:4][CH:3]=1.[Cl:10][C:11]1[N:16]=[C:15]([Cl:17])[C:14]([C:18](Cl)=[O:19])=[CH:13][N:12]=1.C(N(CC)C(C)C)(C)C. The catalyst is ClCCl.CN(C)C1C=CN=CC=1. The product is [Cl:10][C:11]1[N:16]=[C:15]([Cl:17])[C:14]([C:18]([NH:7][CH2:6][C:5]2[CH:8]=[CH:9][C:2]([F:1])=[CH:3][CH:4]=2)=[O:19])=[CH:13][N:12]=1. The yield is 0.930.